This data is from Full USPTO retrosynthesis dataset with 1.9M reactions from patents (1976-2016). The task is: Predict the reactants needed to synthesize the given product. Given the product [F:1][C:2]([F:11])([F:10])[C:3]1[S:4][CH:5]=[C:6]([CH2:8][S:17][CH3:16])[N:7]=1, predict the reactants needed to synthesize it. The reactants are: [F:1][C:2]([F:11])([F:10])[C:3]1[S:4][CH:5]=[C:6]([CH2:8]O)[N:7]=1.S(Cl)(Cl)=O.[CH3:16][S-:17].[Na+].O.